From a dataset of Rat liver microsome stability data. Regression/Classification. Given a drug SMILES string, predict its absorption, distribution, metabolism, or excretion properties. Task type varies by dataset: regression for continuous measurements (e.g., permeability, clearance, half-life) or binary classification for categorical outcomes (e.g., BBB penetration, CYP inhibition). Dataset: rlm. (1) The drug is COC(=O)c1ccc(Nc2nc(-c3ccncc3)nc3ccccc23)cc1OC. The result is 1 (stable in rat liver microsomes). (2) The compound is CC(C)c1nc2c(C(=O)NCC3CCN(CC(O)CN(C)S(C)(=O)=O)CC3)cccc2[nH]1. The result is 0 (unstable in rat liver microsomes).